This data is from NCI-60 drug combinations with 297,098 pairs across 59 cell lines. The task is: Regression. Given two drug SMILES strings and cell line genomic features, predict the synergy score measuring deviation from expected non-interaction effect. (1) Drug 1: C1CC(=O)NC(=O)C1N2CC3=C(C2=O)C=CC=C3N. Drug 2: CN(C(=O)NC(C=O)C(C(C(CO)O)O)O)N=O. Cell line: RPMI-8226. Synergy scores: CSS=6.28, Synergy_ZIP=-7.01, Synergy_Bliss=-8.32, Synergy_Loewe=-5.05, Synergy_HSA=-5.05. (2) Drug 1: CC1=CC=C(C=C1)C2=CC(=NN2C3=CC=C(C=C3)S(=O)(=O)N)C(F)(F)F. Drug 2: C1C(C(OC1N2C=NC(=NC2=O)N)CO)O. Cell line: SN12C. Synergy scores: CSS=5.79, Synergy_ZIP=-3.94, Synergy_Bliss=-2.17, Synergy_Loewe=-3.16, Synergy_HSA=-1.35. (3) Drug 1: C1=CC(=CC=C1CCC2=CNC3=C2C(=O)NC(=N3)N)C(=O)NC(CCC(=O)O)C(=O)O. Drug 2: C1=CC=C(C(=C1)C(C2=CC=C(C=C2)Cl)C(Cl)Cl)Cl. Cell line: DU-145. Synergy scores: CSS=14.9, Synergy_ZIP=-3.38, Synergy_Bliss=0.429, Synergy_Loewe=-11.5, Synergy_HSA=0.842. (4) Drug 1: CCC1(CC2CC(C3=C(CCN(C2)C1)C4=CC=CC=C4N3)(C5=C(C=C6C(=C5)C78CCN9C7C(C=CC9)(C(C(C8N6C)(C(=O)OC)O)OC(=O)C)CC)OC)C(=O)OC)O.OS(=O)(=O)O. Drug 2: CN(CC1=CN=C2C(=N1)C(=NC(=N2)N)N)C3=CC=C(C=C3)C(=O)NC(CCC(=O)O)C(=O)O. Cell line: NCI-H226. Synergy scores: CSS=10.1, Synergy_ZIP=-3.05, Synergy_Bliss=1.65, Synergy_Loewe=-8.14, Synergy_HSA=-0.172. (5) Drug 1: C1=C(C(=O)NC(=O)N1)N(CCCl)CCCl. Drug 2: C1=CC(=CC=C1CC(C(=O)O)N)N(CCCl)CCCl.Cl. Cell line: NCIH23. Synergy scores: CSS=34.5, Synergy_ZIP=-1.82, Synergy_Bliss=4.15, Synergy_Loewe=-3.61, Synergy_HSA=4.73.